The task is: Predict the product of the given reaction.. This data is from Forward reaction prediction with 1.9M reactions from USPTO patents (1976-2016). (1) Given the reactants [N:1]([Si](C)(C)C)=[N+:2]=[N-:3].C([Sn](CCCC)=O)CCC.[CH2:18]1[C:26]2[C:21](=[CH:22][CH:23]=[CH:24][CH:25]=2)[CH2:20][CH:19]1[NH:27][C:28]1[N:29]=[CH:30][C:31]2[CH2:37][N:36]([C:38]([C:40]3[N:45]=[N:44][C:43]([CH2:46][C:47]#[N:48])=[CH:42][CH:41]=3)=[O:39])[CH2:35][CH2:34][C:32]=2[N:33]=1, predict the reaction product. The product is: [CH2:18]1[C:26]2[C:21](=[CH:22][CH:23]=[CH:24][CH:25]=2)[CH2:20][CH:19]1[NH:27][C:28]1[N:29]=[CH:30][C:31]2[CH2:37][N:36]([C:38]([C:40]3[N:45]=[N:44][C:43]([CH2:46][C:47]4[NH:48][N:3]=[N:2][N:1]=4)=[CH:42][CH:41]=3)=[O:39])[CH2:35][CH2:34][C:32]=2[N:33]=1. (2) Given the reactants C(NC(C)C)(C)C.C([Li])CCC.C1(S([N:22]2[C:26]3=[CH:27][N:28]=[CH:29][CH:30]=[C:25]3[CH:24]=[CH:23]2)(=O)=O)C=CC=CC=1.CN(C)CCN(C)C.[N:39]1[CH:44]=[CH:43][CH:42]=[CH:41][C:40]=1[CH:45]=[O:46].[Cl-].[NH4+], predict the reaction product. The product is: [N:39]1[CH:44]=[CH:43][CH:42]=[CH:41][C:40]=1[CH:45]([C:23]1[NH:22][C:26]2=[CH:27][N:28]=[CH:29][CH:30]=[C:25]2[CH:24]=1)[OH:46]. (3) Given the reactants [F:1][C:2]1[CH:3]=[C:4]([C:9]2[C:18]([N:19]3[CH2:23][CH2:22][CH2:21][C@@H:20]3[CH3:24])=[N:17][C:16]3[C:11](=[CH:12][CH:13]=[C:14]([C:25]([O:27]C)=[O:26])[CH:15]=3)[N:10]=2)[CH:5]=[CH:6][C:7]=1[F:8].[OH-].[Na+].Cl, predict the reaction product. The product is: [F:1][C:2]1[CH:3]=[C:4]([C:9]2[C:18]([N:19]3[CH2:23][CH2:22][CH2:21][C@@H:20]3[CH3:24])=[N:17][C:16]3[C:11](=[CH:12][CH:13]=[C:14]([C:25]([OH:27])=[O:26])[CH:15]=3)[N:10]=2)[CH:5]=[CH:6][C:7]=1[F:8]. (4) Given the reactants CC1(C)CCCC(C)(C)N1.C([Li])CCC.[Br:16][C:17]1[CH:27]=[CH:26][C:20]2[O:21][C:22]([F:25])([F:24])[O:23][C:19]=2[CH:18]=1.[Cl:28]C(Cl)(F)C(Cl)(F)F.[NH4+].[Cl-], predict the reaction product. The product is: [Br:16][C:17]1[CH:27]=[CH:26][C:20]2[O:21][C:22]([F:25])([F:24])[O:23][C:19]=2[C:18]=1[Cl:28]. (5) Given the reactants [C:1](Cl)(=[O:11])[C:2]1[CH:10]=[CH:9][C:5]([C:6](Cl)=[O:7])=[CH:4][CH:3]=1.[CH3:13][N:14]([CH3:22])[C:15]1[CH:20]=[CH:19][C:18]([NH2:21])=[CH:17][CH:16]=1.[N:23]1C=CC=CC=1.[C:29]1([NH2:36])[CH:34]=[CH:33][CH:32]=[CH:31][C:30]=1[NH2:35], predict the reaction product. The product is: [NH2:35][C:30]1[CH:31]=[CH:32][CH:33]=[CH:34][C:29]=1[N:36]([NH:21][C:18]1[CH:19]=[CH:20][C:15]([N:14]([CH3:22])[CH3:13])=[CH:16][CH:17]=1)[C:1](=[O:11])[C:2]1[CH:10]=[CH:9][C:5]([C:6]([NH2:23])=[O:7])=[CH:4][CH:3]=1. (6) Given the reactants [Cl:1][C:2]1[S:3][C:4]2[CH2:10][CH2:9][C:8](=O)[CH2:7][C:5]=2[N:6]=1.C([O-])(=O)C.[NH4+].[C:17]([BH3-])#[N:18].[Na+].Cl.[CH2:22]=O, predict the reaction product. The product is: [Cl:1][C:2]1[S:3][C:4]2[CH2:10][CH2:9][CH:8]([N:18]([CH3:17])[CH3:22])[CH2:7][C:5]=2[N:6]=1. (7) Given the reactants [Br:1][C:2]1[CH:3]=[C:4]([CH:12]=[CH:13][C:14]=1[Br:15])[CH2:5][N:6]1[CH2:11][CH2:10][NH:9][CH2:8][CH2:7]1.[F:16][C:17]1[CH:18]=[C:19]([N:23]=[C:24]=[O:25])[CH:20]=[CH:21][CH:22]=1, predict the reaction product. The product is: [F:16][C:17]1[CH:18]=[C:19]([NH:23][C:24]([N:9]2[CH2:10][CH2:11][N:6]([CH2:5][C:4]3[CH:12]=[CH:13][C:14]([Br:15])=[C:2]([Br:1])[CH:3]=3)[CH2:7][CH2:8]2)=[O:25])[CH:20]=[CH:21][CH:22]=1. (8) Given the reactants [F:1][C:2]1[CH:3]=[CH:4][C:5]([N:8]2[CH:12]=[CH:11][C:10]([CH2:13][OH:14])=[N:9]2)=[N:6][CH:7]=1, predict the reaction product. The product is: [F:1][C:2]1[CH:3]=[CH:4][C:5]([N:8]2[CH:12]=[CH:11][C:10]([CH:13]=[O:14])=[N:9]2)=[N:6][CH:7]=1.